Dataset: Forward reaction prediction with 1.9M reactions from USPTO patents (1976-2016). Task: Predict the product of the given reaction. (1) Given the reactants [F:1][CH2:2][CH2:3][O:4][CH2:5][CH2:6][O:7][CH2:8][CH2:9][O:10][C:11]1[CH:16]=[CH:15][C:14](/[CH:17]=[CH:18]/[C:19]2[CH:24]=[CH:23][C:22]([N+:25]([O-])=O)=[CH:21][CH:20]=2)=[CH:13][N:12]=1.Cl.[OH-].[Na+].ClCCl, predict the reaction product. The product is: [F:1][CH2:2][CH2:3][O:4][CH2:5][CH2:6][O:7][CH2:8][CH2:9][O:10][C:11]1[CH:16]=[CH:15][C:14](/[CH:17]=[CH:18]/[C:19]2[CH:24]=[CH:23][C:22]([NH2:25])=[CH:21][CH:20]=2)=[CH:13][N:12]=1. (2) Given the reactants [Cl:1][C:2]1[CH:7]=[CH:6][CH:5]=[CH:4][C:3]=1[C@H:8]([O:10][C:11]1[CH:15]=[C:14]([N:16]2[C:20]3[CH:21]=[C:22]([O:25][CH:26]4[CH2:31][CH2:30][N:29]([CH3:32])[CH2:28][CH2:27]4)[CH:23]=[CH:24][C:19]=3[N:18]=[CH:17]2)[S:13][C:12]=1[C:33]([O:35]C)=O)[CH3:9].CO.[NH3:39], predict the reaction product. The product is: [Cl:1][C:2]1[CH:7]=[CH:6][CH:5]=[CH:4][C:3]=1[C@H:8]([O:10][C:11]1[CH:15]=[C:14]([N:16]2[C:20]3[CH:21]=[C:22]([O:25][CH:26]4[CH2:31][CH2:30][N:29]([CH3:32])[CH2:28][CH2:27]4)[CH:23]=[CH:24][C:19]=3[N:18]=[CH:17]2)[S:13][C:12]=1[C:33]([NH2:39])=[O:35])[CH3:9]. (3) Given the reactants [Cl:1][C:2]1[N:10]=[C:9]2[C:5]([N:6]=[CH:7][N:8]2[CH3:11])=[C:4]([N:12]2[CH2:17][CH2:16][O:15][CH2:14][CH2:13]2)[N:3]=1.CN(C)CCN(C)C.C([Li])CCC.[CH:31]([CH:33]1[CH2:38][CH2:37][N:36]([C:39]([O:41][C:42]([CH3:45])([CH3:44])[CH3:43])=[O:40])[CH2:35][CH2:34]1)=[O:32].[NH4+].[Cl-], predict the reaction product. The product is: [Cl:1][C:2]1[N:10]=[C:9]2[C:5]([N:6]=[C:7]([CH:31]([OH:32])[CH:33]3[CH2:38][CH2:37][N:36]([C:39]([O:41][C:42]([CH3:44])([CH3:43])[CH3:45])=[O:40])[CH2:35][CH2:34]3)[N:8]2[CH3:11])=[C:4]([N:12]2[CH2:17][CH2:16][O:15][CH2:14][CH2:13]2)[N:3]=1. (4) The product is: [Br:1][C:2]1[CH:7]=[CH:6][C:5]([CH2:8][N:14]2[CH2:15][CH2:16][CH2:17][C@H:13]2[CH3:12])=[C:4]([Cl:10])[CH:3]=1. Given the reactants [Br:1][C:2]1[CH:7]=[CH:6][C:5]([CH2:8]Br)=[C:4]([Cl:10])[CH:3]=1.Br.[CH3:12][C@@H:13]1[CH2:17][CH2:16][CH2:15][NH:14]1.C(=O)([O-])[O-].[K+].[K+], predict the reaction product. (5) Given the reactants [Br:1][C:2]1[CH:10]=[CH:9][C:5]([C:6]([OH:8])=[O:7])=[CH:4][C:3]=1[OH:11].[CH3:12][CH2:13]O.CS(O)(=O)=O, predict the reaction product. The product is: [Br:1][C:2]1[CH:10]=[CH:9][C:5]([C:6]([O:8][CH2:12][CH3:13])=[O:7])=[CH:4][C:3]=1[OH:11]. (6) Given the reactants [Cl:1][C:2]1[CH:3]=[C:4]([C:8]2[C:17]3[C:12](=[CH:13][CH:14]=[C:15]([C:18]([C:26]4[CH:27]=[N:28][C:29]([Cl:32])=[CH:30][CH:31]=4)([C:20]4[N:21]([CH3:25])[CH:22]=[N:23][CH:24]=4)O)[CH:16]=3)[N:11]=[C:10]([O:33]C)[CH:9]=2)[CH:5]=[CH:6][CH:7]=1.S(Cl)(Cl)=O.CO.C(Cl)(Cl)Cl.[NH4+:45].[OH-], predict the reaction product. The product is: [NH2:45][C:18]([C:26]1[CH:27]=[N:28][C:29]([Cl:32])=[CH:30][CH:31]=1)([C:20]1[N:21]([CH3:25])[CH:22]=[N:23][CH:24]=1)[C:15]1[CH:16]=[C:17]2[C:12](=[CH:13][CH:14]=1)[NH:11][C:10](=[O:33])[CH:9]=[C:8]2[C:4]1[CH:5]=[CH:6][CH:7]=[C:2]([Cl:1])[CH:3]=1. (7) Given the reactants [NH2:1][C:2]1[N:3]=[C:4]([N:20]2[CH2:25][CH2:24][NH:23][CH2:22][CH2:21]2)[C:5]2[N:10]=[C:9]([CH2:11][CH2:12][C:13]3[CH:18]=[CH:17][C:16]([F:19])=[CH:15][CH:14]=3)[O:8][C:6]=2[N:7]=1.[CH3:26][C:27]1[CH:28]=[C:29]([N:33]=[C:34]=[O:35])[CH:30]=[CH:31][CH:32]=1, predict the reaction product. The product is: [NH2:1][C:2]1[N:3]=[C:4]([N:20]2[CH2:25][CH2:24][N:23]([C:34](=[O:35])[NH:33][C:29]3[CH:28]=[C:27]([CH3:26])[CH:32]=[CH:31][CH:30]=3)[CH2:22][CH2:21]2)[C:5]2[N:10]=[C:9]([CH2:11][CH2:12][C:13]3[CH:18]=[CH:17][C:16]([F:19])=[CH:15][CH:14]=3)[O:8][C:6]=2[N:7]=1. (8) The product is: [CH2:1]([NH:8][C:9]1[CH:14]=[CH:13][C:12]([CH2:15][C:16]2[C:24]3[C:19](=[N:20][CH:21]=[CH:22][CH:23]=3)[NH:18][CH:17]=2)=[CH:11][N:10]=1)[C:2]1[CH:3]=[CH:4][CH:5]=[CH:6][CH:7]=1. Given the reactants [CH2:1]([NH:8][C:9]1[CH:14]=[CH:13][C:12]([CH2:15][C:16]2[C:24]3[C:19](=[N:20][CH:21]=[CH:22][CH:23]=3)[N:18]([Si](C(C)C)(C(C)C)C(C)C)[CH:17]=2)=[CH:11][N:10]=1)[C:2]1[CH:7]=[CH:6][CH:5]=[CH:4][CH:3]=1.O1CCCC1.[F-].C([N+](CCCC)(CCCC)CCCC)CCC, predict the reaction product. (9) Given the reactants [CH3:1][CH:2]1[NH:6][C:5](=[O:7])[NH:4][C:3]1=[O:8].[CH3:9]I, predict the reaction product. The product is: [CH3:9][N:4]1[C:3](=[O:8])[CH:2]([CH3:1])[NH:6][C:5]1=[O:7].